From a dataset of Catalyst prediction with 721,799 reactions and 888 catalyst types from USPTO. Predict which catalyst facilitates the given reaction. (1) Reactant: [F:1][C:2]1[C:7]([F:8])=[CH:6][C:5]([C:9]2[CH:14]=[CH:13][C:12]([OH:15])=[CH:11][CH:10]=2)=[C:4]([O:16][CH3:17])[CH:3]=1.Br[CH2:19][C:20]1[CH:21]=[C:22]([CH:25]=[CH:26][CH:27]=1)[CH:23]=[O:24].C(=O)([O-])[O-].[K+].[K+]. Product: [F:1][C:2]1[C:7]([F:8])=[CH:6][C:5]([C:9]2[CH:10]=[CH:11][C:12]([O:15][CH2:19][C:20]3[CH:21]=[C:22]([CH:25]=[CH:26][CH:27]=3)[CH:23]=[O:24])=[CH:13][CH:14]=2)=[C:4]([O:16][CH3:17])[CH:3]=1. The catalyst class is: 21. (2) Reactant: C(O[C:6](=[O:28])[NH:7][C@@H:8]([CH2:21][C:22]1[CH:27]=[CH:26][CH:25]=[CH:24][CH:23]=1)[CH:9]([C:11](=[O:20])[NH:12][CH2:13][C:14]1[CH:19]=[CH:18][CH:17]=[CH:16][CH:15]=1)[OH:10])(C)(C)C.FC(F)(F)C(O)=O.C(N(CC)C(C)C)(C)C.[CH2:45]1[C:53]2[C:48](=[CH:49][CH:50]=[CH:51][CH:52]=2)[CH2:47][CH:46]1[C:54]([NH:56][C@@H:57]([CH2:74][O:75][CH3:76])[C:58]([NH:60][C@@H:61]([CH2:65][C:66]1[CH:71]=[CH:70][C:69]([O:72][CH3:73])=[CH:68][CH:67]=1)C(O)=O)=[O:59])=[O:55].CN(C(ON1N=NC2C=CC=NC1=2)=[N+](C)C)C.F[P-](F)(F)(F)(F)F. Product: [CH2:21]([C@H:8]([NH:7][C:6]([C@@H:61]([NH:60][C:58]([C@@H:57]([NH:56][C:54]([CH:46]1[CH2:45][C:53]2[C:48](=[CH:49][CH:50]=[CH:51][CH:52]=2)[CH2:47]1)=[O:55])[CH2:74][O:75][CH3:76])=[O:59])[CH2:65][C:66]1[CH:71]=[CH:70][C:69]([O:72][CH3:73])=[CH:68][CH:67]=1)=[O:28])[CH:9]([C:11](=[O:20])[NH:12][CH2:13][C:14]1[CH:15]=[CH:16][CH:17]=[CH:18][CH:19]=1)[OH:10])[C:22]1[CH:23]=[CH:24][CH:25]=[CH:26][CH:27]=1. The catalyst class is: 4. (3) Reactant: CC1(C)C(C)(C)OB([C:9]2[CH:10]=[C:11]3[C:16](=[CH:17][CH:18]=2)[N:15]=[C:14]([NH2:19])[N:13]=[CH:12]3)O1.Cl[C:22]1[CH:23]=[C:24]([CH:26]=[CH:27][C:28]=1[O:29][CH3:30])[NH2:25].O.P([O-])([O-])([O-])=O.[K+].[K+].[K+].C1(P(C2CCCCC2)C2C=CC=CC=2C2C(OC)=CC=CC=2OC)CCCCC1. Product: [NH2:25][C:24]1[CH:23]=[CH:22][C:28]([O:29][CH3:30])=[C:27]([C:9]2[CH:10]=[C:11]3[C:16](=[CH:17][CH:18]=2)[N:15]=[C:14]([NH2:19])[N:13]=[CH:12]3)[CH:26]=1. The catalyst class is: 487. (4) Reactant: FC(F)(F)S(O[C:7]1[CH:16]=[CH:15][C:14]2[C:9](=[CH:10][CH:11]=[C:12]([Br:17])[CH:13]=2)[CH:8]=1)(=O)=O.[Li+].[Br-].[Br:22][C:23]1[CH:28]=[CH:27][C:26]([Mg]Br)=[CH:25][CH:24]=1.Cl. Product: [Br:17][C:12]1[CH:11]=[CH:10][C:9]2[C:14](=[CH:15][CH:16]=[C:7]([C:26]3[CH:27]=[CH:28][C:23]([Br:22])=[CH:24][CH:25]=3)[CH:8]=2)[CH:13]=1. The catalyst class is: 1. (5) The catalyst class is: 157. Product: [C:11]([C:9]1[C:8]([N:13]2[CH2:14][CH:15]([C:17]([OH:19])=[O:18])[CH2:16]2)=[N:7][C:6]([S:24][CH3:25])=[C:5]([C:4]([O:3][CH2:1][CH3:2])=[O:26])[CH:10]=1)#[N:12]. Reactant: [CH2:1]([O:3][C:4](=[O:26])[C:5]1[CH:10]=[C:9]([C:11]#[N:12])[C:8]([N:13]2[CH2:16][CH:15]([C:17]([O:19]C(C)(C)C)=[O:18])[CH2:14]2)=[N:7][C:6]=1[S:24][CH3:25])[CH3:2]. (6) Reactant: [F:1][C:2]1[C:3]([CH3:18])=[N:4][C:5]2[C:10]([CH:11]=1)=[CH:9][CH:8]=[C:7]([O:12][CH2:13][C@H:14]([O:16][CH3:17])[CH3:15])[CH:6]=2.[O:19]1CCOCC1. Product: [F:1][C:2]1[C:3]([CH:18]=[O:19])=[N:4][C:5]2[C:10]([CH:11]=1)=[CH:9][CH:8]=[C:7]([O:12][CH2:13][C@H:14]([O:16][CH3:17])[CH3:15])[CH:6]=2. The catalyst class is: 6. (7) Reactant: [C:1]([O:5][C:6]([NH:8][C@@H:9]([C@H:14]([C:18]1[CH:23]=[CH:22][C:21]([C:24]([F:27])([F:26])[F:25])=[CH:20][CH:19]=1)/[CH:15]=[CH:16]/[CH3:17])[C:10](OC)=[O:11])=[O:7])([CH3:4])([CH3:3])[CH3:2].[BH4-].[Li+].CO. Product: [OH:11][CH2:10][C@@H:9]([NH:8][C:6](=[O:7])[O:5][C:1]([CH3:4])([CH3:3])[CH3:2])[C@H:14]([C:18]1[CH:23]=[CH:22][C:21]([C:24]([F:27])([F:26])[F:25])=[CH:20][CH:19]=1)/[CH:15]=[CH:16]/[CH3:17]. The catalyst class is: 27.